From a dataset of Peptide-MHC class II binding affinity with 134,281 pairs from IEDB. Regression. Given a peptide amino acid sequence and an MHC pseudo amino acid sequence, predict their binding affinity value. This is MHC class II binding data. (1) The peptide sequence is WQLYMFGETLSRAII. The MHC is DRB3_0202 with pseudo-sequence DRB3_0202. The binding affinity (normalized) is 0.185. (2) The peptide sequence is ISGDLKTQIDQVEST. The MHC is DRB1_0701 with pseudo-sequence DRB1_0701. The binding affinity (normalized) is 0.0370. (3) The peptide sequence is EYRSTVNPWASQLG. The MHC is DRB1_0301 with pseudo-sequence DRB1_0301. The binding affinity (normalized) is 0. (4) The peptide sequence is GPLIEGNTSLLWNGP. The MHC is HLA-DQA10201-DQB10303 with pseudo-sequence HLA-DQA10201-DQB10303. The binding affinity (normalized) is 0.402.